Dataset: Full USPTO retrosynthesis dataset with 1.9M reactions from patents (1976-2016). Task: Predict the reactants needed to synthesize the given product. (1) Given the product [CH2:1]([N:8]1[C:17](=[O:31])[C:18]([C:20]2[C:25]([CH2:26][CH3:27])=[CH:24][C:23]([CH3:28])=[CH:22][C:21]=2[CH2:29][CH3:30])=[C:11]([S:12]([CH3:15])(=[O:14])=[O:13])[C:10]([CH3:16])=[N:9]1)[C:2]1[CH:7]=[CH:6][CH:5]=[CH:4][CH:3]=1, predict the reactants needed to synthesize it. The reactants are: [CH2:1]([N:8]([C:17](=[O:31])[C:18]([C:20]1[C:25]([CH2:26][CH3:27])=[CH:24][C:23]([CH3:28])=[CH:22][C:21]=1[CH2:29][CH3:30])=O)[N:9]=[C:10]([CH3:16])[CH2:11][S:12]([CH3:15])(=[O:14])=[O:13])[C:2]1[CH:7]=[CH:6][CH:5]=[CH:4][CH:3]=1.C1(C)C=CC=CC=1.C(=O)([O-])[O-].[K+].[K+]. (2) Given the product [CH3:10][O:9][C:5]1[N:4]=[C:3]([N:1]2[C:22]([C:20]([O:19][CH2:18][CH3:17])=[O:21])=[CH:11][C:12]([CH3:13])=[N:2]2)[CH:8]=[CH:7][N:6]=1, predict the reactants needed to synthesize it. The reactants are: [NH:1]([C:3]1[CH:8]=[CH:7][N:6]=[C:5]([O:9][CH3:10])[N:4]=1)[NH2:2].[CH3:11][CH2:12][CH2:13]CCC.[CH3:17][CH2:18][O:19][C:20]([CH3:22])=[O:21]. (3) Given the product [CH:5]1[CH:6]=[C:13]([C:12]2[CH:11]=[CH:18][CH:17]=[C:15]([OH:16])[CH:14]=2)[C:2]([OH:1])=[CH:3][CH:4]=1, predict the reactants needed to synthesize it. The reactants are: [OH:1][C:2]1C=C[C:5]([C:6](O)=O)=[CH:4][CH:3]=1.[C:11]1(O)[C:12](=[CH:14][C:15](=[CH:17][CH:18]=1)[OH:16])[CH3:13].O.C1(C)C=CC(S(O)(=O)=O)=CC=1.CC1C=CC=CC=1C. (4) Given the product [Cl:1][C:2]1[N:7]=[C:6]2[CH:8]=[CH:9][S:10][C:5]2=[C:4]([N:27]2[CH2:28][CH2:29][CH:24]([S:21]([CH3:20])(=[O:23])=[O:22])[CH2:25][CH2:26]2)[CH:3]=1, predict the reactants needed to synthesize it. The reactants are: [Cl:1][C:2]1[N:7]=[C:6]2[CH:8]=[CH:9][S:10][C:5]2=[C:4](Cl)[CH:3]=1.C(N(CC)CC)C.Cl.[CH3:20][S:21]([CH:24]1[CH2:29][CH2:28][NH:27][CH2:26][CH2:25]1)(=[O:23])=[O:22].C(O)CO. (5) Given the product [S:1]1[C:5]2[CH:6]=[CH:7][C:8]([NH:10][C:11]3[C:20]4[C:15](=[CH:16][C:17]([O:25][CH3:26])=[C:18]([S:21]([N:28]([CH3:29])[CH3:27])(=[O:23])=[O:22])[CH:19]=4)[N:14]=[CH:13][N:12]=3)=[CH:9][C:4]=2[N:3]=[CH:2]1, predict the reactants needed to synthesize it. The reactants are: [S:1]1[C:5]2[CH:6]=[CH:7][C:8]([NH:10][C:11]3[C:20]4[C:15](=[CH:16][C:17]([O:25][CH3:26])=[C:18]([S:21](Cl)(=[O:23])=[O:22])[CH:19]=4)[N:14]=[CH:13][N:12]=3)=[CH:9][C:4]=2[N:3]=[CH:2]1.[CH3:27][NH:28][CH3:29]. (6) Given the product [CH2:1]([O:8][C:9]([N:11]1[CH2:15][CH:14]2[CH:16]([OH:19])[CH2:17][CH2:18][CH:13]2[CH2:12]1)=[O:10])[C:2]1[CH:7]=[CH:6][CH:5]=[CH:4][CH:3]=1, predict the reactants needed to synthesize it. The reactants are: [CH2:1]([O:8][C:9]([N:11]1[CH2:15][CH:14]2[CH:16]([O:19]C(=O)C3C=CC=CC=3)[CH2:17][CH2:18][CH:13]2[CH2:12]1)=[O:10])[C:2]1[CH:7]=[CH:6][CH:5]=[CH:4][CH:3]=1.C[O-].[Na+]. (7) Given the product [Si:1]([O:18][CH2:19][C:20]1[CH:25]=[CH:24][C:23]([S:26]([N:29]([C@H:35]([CH2:41][O:42][Si:43]([C:56]([CH3:57])([CH3:58])[CH3:59])([C:50]2[CH:55]=[CH:54][CH:53]=[CH:52][CH:51]=2)[C:44]2[CH:49]=[CH:48][CH:47]=[CH:46][CH:45]=2)[CH2:36][CH2:37][CH2:38][CH:39]=[O:40])[CH2:30][CH2:31][CH:32]([CH3:34])[CH3:33])(=[O:27])=[O:28])=[CH:22][CH:21]=1)([C:14]([CH3:17])([CH3:16])[CH3:15])([C:2]1[CH:3]=[CH:4][CH:5]=[CH:6][CH:7]=1)[C:8]1[CH:13]=[CH:12][CH:11]=[CH:10][CH:9]=1, predict the reactants needed to synthesize it. The reactants are: [Si:1]([O:18][CH2:19][C:20]1[CH:25]=[CH:24][C:23]([S:26]([N:29]([C@H:35]([CH2:41][O:42][Si:43]([C:56]([CH3:59])([CH3:58])[CH3:57])([C:50]2[CH:55]=[CH:54][CH:53]=[CH:52][CH:51]=2)[C:44]2[CH:49]=[CH:48][CH:47]=[CH:46][CH:45]=2)[CH2:36][CH2:37][CH2:38][CH2:39][OH:40])[CH2:30][CH2:31][CH:32]([CH3:34])[CH3:33])(=[O:28])=[O:27])=[CH:22][CH:21]=1)([C:14]([CH3:17])([CH3:16])[CH3:15])([C:8]1[CH:13]=[CH:12][CH:11]=[CH:10][CH:9]=1)[C:2]1[CH:7]=[CH:6][CH:5]=[CH:4][CH:3]=1.C[N+]1([O-])CCOCC1. (8) Given the product [Br:1][C:2]1[CH:3]=[N:4][C:5]([N:14]2[CH2:15][CH2:16][C@H:12]([F:11])[CH2:13]2)=[C:6]([CH:9]=1)[C:7]#[N:8], predict the reactants needed to synthesize it. The reactants are: [Br:1][C:2]1[CH:3]=[N:4][C:5](F)=[C:6]([CH:9]=1)[C:7]#[N:8].[F:11][C@H:12]1[CH2:16][CH2:15][NH:14][CH2:13]1. (9) Given the product [C:1]([O:5][C:6]([N:8]1[C:16]2[C:11](=[CH:12][CH:13]=[CH:14][CH:15]=2)[C:10]([CH2:17][CH:18]([N:19]2[CH:24]=[CH:23][CH:22]=[C:21]([NH:38][C:41]([O:67][CH2:60][C:61]3[CH:66]=[CH:65][CH:64]=[CH:63][CH:62]=3)=[O:50])[C:20]2=[O:28])[C:29]([O:31][C:32]([CH3:35])([CH3:33])[CH3:34])=[O:30])=[CH:9]1)=[O:7])([CH3:3])([CH3:2])[CH3:4], predict the reactants needed to synthesize it. The reactants are: [C:1]([O:5][C:6]([N:8]1[C:16]2[C:11](=[CH:12][CH:13]=[CH:14][CH:15]=2)[C:10]([CH2:17][C@@H:18]([C:29]([O:31][C:32]([CH3:35])([CH3:34])[CH3:33])=[O:30])[N:19]2[CH:24]=[CH:23][CH:22]=[C:21](C(O)=O)[C:20]2=[O:28])=[CH:9]1)=[O:7])([CH3:4])([CH3:3])[CH3:2].C([N:38]([CH2:41]C)CC)C.C1(P(N=[N+]=[N-])(C2C=CC=CC=2)=[O:50])C=CC=CC=1.[CH2:60]([OH:67])[C:61]1[CH:66]=[CH:65][CH:64]=[CH:63][CH:62]=1. (10) The reactants are: [C:1]([O:4][CH:5]1[CH:10]=[CH:9][CH:8](O[Si](C(C)(C)C)(C)C)[O:7][CH2:6]1)(=[O:3])[CH3:2].C(=O)=O.CC(C)=O.C([SiH](CC)CC)C.B(F)(F)F.CCOCC. Given the product [C:1]([O:4][CH:5]1[CH:10]=[CH:9][CH2:8][O:7][CH2:6]1)(=[O:3])[CH3:2], predict the reactants needed to synthesize it.